Predict which catalyst facilitates the given reaction. From a dataset of Catalyst prediction with 721,799 reactions and 888 catalyst types from USPTO. Reactant: [Mg].[F:2][C:3]([F:16])([F:15])[C:4]1[CH:5]=[C:6](Br)[CH:7]=[C:8]([C:10]([F:13])([F:12])[F:11])[CH:9]=1.[CH3:17][C:18]([CH3:20])=[O:19].[Cl-].[NH4+]. Product: [F:2][C:3]([F:16])([F:15])[C:4]1[CH:5]=[C:6]([C:18]([OH:19])([CH3:20])[CH3:17])[CH:7]=[C:8]([C:10]([F:13])([F:12])[F:11])[CH:9]=1. The catalyst class is: 27.